Dataset: Peptide-MHC class I binding affinity with 185,985 pairs from IEDB/IMGT. Task: Regression. Given a peptide amino acid sequence and an MHC pseudo amino acid sequence, predict their binding affinity value. This is MHC class I binding data. (1) The peptide sequence is KICEYIRSY. The MHC is HLA-B58:01 with pseudo-sequence HLA-B58:01. The binding affinity (normalized) is 0.281. (2) The peptide sequence is IPFSEGKAL. The MHC is HLA-A69:01 with pseudo-sequence HLA-A69:01. The binding affinity (normalized) is 0.383. (3) The binding affinity (normalized) is 0.271. The MHC is HLA-B18:01 with pseudo-sequence HLA-B18:01. The peptide sequence is YHRFGLYRL. (4) The peptide sequence is KQIVIINPM. The MHC is HLA-B27:05 with pseudo-sequence HLA-B27:05. The binding affinity (normalized) is 0.661. (5) The peptide sequence is ASRNKRGVF. The MHC is Mamu-A01 with pseudo-sequence Mamu-A01. The binding affinity (normalized) is 0.0478.